From a dataset of Full USPTO retrosynthesis dataset with 1.9M reactions from patents (1976-2016). Predict the reactants needed to synthesize the given product. (1) The reactants are: [OH:1][CH2:2][CH2:3][CH2:4][CH2:5][CH2:6][CH2:7][CH2:8][CH2:9][CH2:10][CH2:11][CH2:12][P:13](=[O:20])([O:17][CH2:18][CH3:19])[O:14][CH2:15][CH3:16].C1OCCOCCOCCOCCOCCOC1.[H-].[Na+].[CH2:41](Br)[C:42]1[CH:47]=[CH:46][CH:45]=[CH:44][CH:43]=1. Given the product [CH2:41]([O:1][CH2:2][CH2:3][CH2:4][CH2:5][CH2:6][CH2:7][CH2:8][CH2:9][CH2:10][CH2:11][CH2:12][P:13](=[O:20])([O:14][CH2:15][CH3:16])[O:17][CH2:18][CH3:19])[C:42]1[CH:47]=[CH:46][CH:45]=[CH:44][CH:43]=1, predict the reactants needed to synthesize it. (2) Given the product [OH:7][CH2:5][C:4]1[CH:3]=[CH:11][C:12]2[C:13](=[O:23])[C:14]3[C:19](=[CH:18][CH:17]=[CH:16][CH:15]=3)[C:20](=[O:22])[C:21]=2[CH:8]=1, predict the reactants needed to synthesize it. The reactants are: [OH-].[Na+].[CH3:3][CH2:4][C:5]([O-:7])=O.[CH:8]1[C:21]2[C:20](=[O:22])[C:19]3[C:14](=[CH:15][CH:16]=[CH:17][CH:18]=3)[C:13](=[O:23])[C:12]=2[CH:11]=CC=1. (3) Given the product [O:21]([C:18]1[CH:19]=[CH:20][C:15]([S:14][CH2:13][C@H:9]2[CH2:10][CH2:11][CH2:12][NH:8]2)=[CH:16][CH:17]=1)[C:22]1[CH:23]=[CH:24][CH:25]=[CH:26][CH:27]=1, predict the reactants needed to synthesize it. The reactants are: C(OC([N:8]1[CH2:12][CH2:11][CH2:10][C@@H:9]1[CH2:13][S:14][C:15]1[CH:20]=[CH:19][C:18]([O:21][C:22]2[CH:27]=[CH:26][CH:25]=[CH:24][CH:23]=2)=[CH:17][CH:16]=1)=O)(C)(C)C.Cl. (4) The reactants are: C1(P(C2CCCCC2)C2C=CC=CC=2C2C(OC)=CC=CC=2OC)CCCCC1.[CH:30]1[C:42]2[NH:41][C:40]3[C:35](=[CH:36][CH:37]=[CH:38][CH:39]=3)[C:34]=2[CH:33]=[CH:32][CH:31]=1.Br[C:44]1[CH:61]=[CH:60][C:59]2[C:58]3[C:53](=[CH:54][CH:55]=[CH:56][CH:57]=3)[C:52]3[C:47](=[CH:48][CH:49]=[CH:50][CH:51]=3)[C:46]=2[CH:45]=1.CC(C)([O-])C.[Na+]. Given the product [CH:45]1[C:46]2[C:47]3[C:52](=[CH:51][CH:50]=[CH:49][CH:48]=3)[C:53]3[C:58](=[CH:57][CH:56]=[CH:55][CH:54]=3)[C:59]=2[CH:60]=[CH:61][C:44]=1[N:41]1[C:40]2[CH:39]=[CH:38][CH:37]=[CH:36][C:35]=2[C:34]2[C:42]1=[CH:30][CH:31]=[CH:32][CH:33]=2, predict the reactants needed to synthesize it. (5) Given the product [ClH:79].[CH:1]1([CH2:7][C:8]([NH:17][C:14]2[CH:15]=[CH:16][C:11]([NH:18][C:44]([CH:42]3[CH2:41][CH2:40][CH2:39][NH:38][CH2:43]3)=[O:45])=[CH:12][CH:13]=2)=[O:10])[CH2:2][CH2:3][CH2:4][CH2:5][CH2:6]1, predict the reactants needed to synthesize it. The reactants are: [CH:1]1([CH2:7][C:8]([OH:10])=O)[CH2:6][CH2:5][CH2:4][CH2:3][CH2:2]1.[C:11]1([NH2:18])[CH:16]=[CH:15][C:14]([NH2:17])=[CH:13][CH:12]=1.C1N=CN(C(N2C=NC=C2)=O)C=1.CC(OC([N:38]1[CH2:43][CH:42]([C:44](O)=[O:45])[CH2:41][CH2:40][CH2:39]1)=O)(C)C.C1CCC(N=C=NC2CCCCC2)CC1.C1C=CC2N(O)N=NC=2C=1.C(O)(C(F)(F)F)=O.[ClH:79].